From a dataset of Full USPTO retrosynthesis dataset with 1.9M reactions from patents (1976-2016). Predict the reactants needed to synthesize the given product. (1) Given the product [CH3:1][N:2]1[C:6]2=[N:7][C:8]([S:11][CH3:12])=[N:9][CH:10]=[C:5]2[C:4]([O:13][S:20]([C:23]([F:26])([F:25])[F:24])(=[O:22])=[O:21])=[N:3]1, predict the reactants needed to synthesize it. The reactants are: [CH3:1][N:2]1[C:6]2=[N:7][C:8]([S:11][CH3:12])=[N:9][CH:10]=[C:5]2[C:4]([OH:13])=[N:3]1.N1C=CC=CC=1.[S:20](O[S:20]([C:23]([F:26])([F:25])[F:24])(=[O:22])=[O:21])([C:23]([F:26])([F:25])[F:24])(=[O:22])=[O:21]. (2) The reactants are: [CH:1]1([C:6]2([CH2:14][CH2:15][C:16]3[CH:21]=[C:20]([F:22])[C:19]([C:23]([CH3:27])([CH3:26])[C:24]#[N:25])=[C:18]([F:28])[CH:17]=3)[CH2:11][C:10]([OH:12])=[CH:9][C:8](=[O:13])[O:7]2)[CH2:5][CH2:4][CH2:3][CH2:2]1.[CH2:29]([C:31]1[CH:32]=[N:33][C:34]2[N:35]([N:37]=[C:38]([CH:40]=O)[N:39]=2)[CH:36]=1)[CH3:30]. Given the product [CH:1]1([C:6]2([CH2:14][CH2:15][C:16]3[CH:21]=[C:20]([F:22])[C:19]([C:23]([CH3:26])([CH3:27])[C:24]#[N:25])=[C:18]([F:28])[CH:17]=3)[CH2:11][C:10]([OH:12])=[C:9]([CH2:40][C:38]3[N:39]=[C:34]4[N:33]=[CH:32][C:31]([CH2:29][CH3:30])=[CH:36][N:35]4[N:37]=3)[C:8](=[O:13])[O:7]2)[CH2:5][CH2:4][CH2:3][CH2:2]1, predict the reactants needed to synthesize it. (3) Given the product [Br:26][CH2:27][C:28]([NH:3][C:4]1[C:5]([CH3:15])=[N:6][C:7]([CH3:14])=[CH:8][C:9]=1[C:10]([F:13])([F:11])[F:12])=[O:29], predict the reactants needed to synthesize it. The reactants are: Cl.Cl.[NH2:3][C:4]1[C:5]([CH3:15])=[N:6][C:7]([CH3:14])=[CH:8][C:9]=1[C:10]([F:13])([F:12])[F:11].N.CN(C)C1C=CC=CC=1.[Br:26][CH2:27][C:28](Br)=[O:29]. (4) Given the product [F:38][C:37]([F:40])([F:39])[C:35]([OH:41])=[O:36].[CH3:1][CH:2]1[N:15]2[C:6]([CH2:7][O:8][C:9]3[C:14]2=[CH:13][C:12]([O:16][C:17]2([CH3:21])[CH2:20][NH:19][CH2:18]2)=[C:11]([C:22]([F:24])([F:25])[F:23])[CH:10]=3)=[N:5][NH:4][C:3]1=[O:34], predict the reactants needed to synthesize it. The reactants are: [CH3:1][CH:2]1[N:15]2[C:6]([CH2:7][O:8][C:9]3[C:14]2=[CH:13][C:12]([O:16][C:17]2([CH3:21])[CH2:20][NH:19][CH2:18]2)=[C:11]([C:22]([F:25])([F:24])[F:23])[CH:10]=3)=[N:5][N:4](COCC[Si](C)(C)C)[C:3]1=[O:34].[C:35]([OH:41])([C:37]([F:40])([F:39])[F:38])=[O:36]. (5) Given the product [Cl:22][C:18]1[CH:17]=[C:16]([C:7]2[C:6]3[CH2:5][NH:4][CH2:13][CH2:12][C:11]=3[N:10]([CH3:14])[C:9](=[O:15])[CH:8]=2)[CH:21]=[CH:20][CH:19]=1, predict the reactants needed to synthesize it. The reactants are: C([N:4]1[CH2:13][CH2:12][C:11]2[N:10]([CH3:14])[C:9](=[O:15])[CH:8]=[C:7]([C:16]3[CH:21]=[CH:20][CH:19]=[C:18]([Cl:22])[CH:17]=3)[C:6]=2[CH2:5]1)C=C.CC#N. (6) Given the product [CH2:1]([O:8][C:9]([N:11]([C@@H:13]1[CH2:17][CH2:16][N:15]([C:18]([O:20][C:21]([CH3:24])([CH3:23])[CH3:22])=[O:19])[CH2:14]1)[CH3:12])=[O:10])[C:2]1[CH:7]=[CH:6][CH:5]=[CH:4][CH:3]=1, predict the reactants needed to synthesize it. The reactants are: [CH2:1]([O:8][C:9]([N:11]([C@H:13]1[CH2:17][CH2:16][N:15]([C:18]([O:20][C:21]([CH3:24])([CH3:23])[CH3:22])=[O:19])[CH2:14]1)[CH3:12])=[O:10])[C:2]1[CH:7]=[CH:6][CH:5]=[CH:4][CH:3]=1.C(OC(N[C@@H]1CCN(C(OC(C)(C)C)=O)C1)=O)C1C=CC=CC=1.IC. (7) Given the product [CH2:1]([O:8][C:9]1[CH:14]=[CH:13][N:12]([C:17]2[CH:25]=[C:24]3[C:20]([C:21]4[CH2:30][CH2:29][N:28]([C:31]([O:33][C:34]([CH3:37])([CH3:36])[CH3:35])=[O:32])[CH2:27][C:22]=4[N:23]3[CH3:26])=[CH:19][CH:18]=2)[C:11](=[O:15])[CH:10]=1)[C:2]1[CH:3]=[CH:4][CH:5]=[CH:6][CH:7]=1, predict the reactants needed to synthesize it. The reactants are: [CH2:1]([O:8][C:9]1[CH:14]=[CH:13][NH:12][C:11](=[O:15])[CH:10]=1)[C:2]1[CH:7]=[CH:6][CH:5]=[CH:4][CH:3]=1.Br[C:17]1[CH:25]=[C:24]2[C:20]([C:21]3[CH2:30][CH2:29][N:28]([C:31]([O:33][C:34]([CH3:37])([CH3:36])[CH3:35])=[O:32])[CH2:27][C:22]=3[N:23]2[CH3:26])=[CH:19][CH:18]=1. (8) Given the product [C:43]([O:42][C@@H:37]([C:12]1[C:13]([CH3:36])=[N:14][C:15]2=[CH:19][C:18]3=[N:17][N:16]2[C:11]=1[N:8]1[CH2:7][CH2:6][C:5]([CH3:47])([O:4][CH2:1][CH:2]=[CH:3][CH2:33][O:32][C:27]2[CH:28]=[CH:29][CH:30]=[CH:31][C:26]=2[CH2:25][C:23]2[CH:22]=[N:21][N:20]3[CH:24]=2)[CH2:10][CH2:9]1)[C:38]([O:40][CH3:41])=[O:39])([CH3:46])([CH3:45])[CH3:44], predict the reactants needed to synthesize it. The reactants are: [CH2:1]([O:4][C:5]1([CH3:47])[CH2:10][CH2:9][N:8]([C:11]2[N:16]3[N:17]=[C:18]([N:20]4[CH:24]=[C:23]([CH2:25][C:26]5[CH:31]=[CH:30][CH:29]=[CH:28][C:27]=5[O:32][CH2:33]C=C)[CH:22]=[N:21]4)[CH:19]=[C:15]3[N:14]=[C:13]([CH3:36])[C:12]=2[C@H:37]([O:42][C:43]([CH3:46])([CH3:45])[CH3:44])[C:38]([O:40][CH3:41])=[O:39])[CH2:7][CH2:6]1)[CH:2]=[CH2:3]. (9) Given the product [C:1]([O:5][C:6]([N:8]1[CH2:13][CH2:12][CH:11]([NH:15][C:16]2[CH:21]=[CH:20][C:19]([CH3:22])=[CH:18][CH:17]=2)[CH2:10][CH2:9]1)=[O:7])([CH3:4])([CH3:3])[CH3:2], predict the reactants needed to synthesize it. The reactants are: [C:1]([O:5][C:6]([N:8]1[CH2:13][CH2:12][C:11](=O)[CH2:10][CH2:9]1)=[O:7])([CH3:4])([CH3:3])[CH3:2].[NH2:15][C:16]1[CH:21]=[CH:20][C:19]([CH3:22])=[CH:18][CH:17]=1. (10) The reactants are: [CH:1]([C:3]1[CH:11]=[CH:10][CH:9]=[CH:8][C:4]=1[C:5]([OH:7])=[O:6])=[O:2].O=S(Cl)Cl.N1C=C[CH:19]=[CH:18][CH:17]=1.CC(O)C. Given the product [CH:1]([C:3]1[CH:11]=[CH:10][CH:9]=[CH:8][C:4]=1[C:5]([O:7][CH:18]([CH3:19])[CH3:17])=[O:6])=[O:2], predict the reactants needed to synthesize it.